This data is from Peptide-MHC class I binding affinity with 185,985 pairs from IEDB/IMGT. The task is: Regression. Given a peptide amino acid sequence and an MHC pseudo amino acid sequence, predict their binding affinity value. This is MHC class I binding data. (1) The peptide sequence is EVFFGLSRY. The MHC is HLA-A26:01 with pseudo-sequence HLA-A26:01. The binding affinity (normalized) is 1.00. (2) The peptide sequence is FTDGVCLFW. The MHC is HLA-A02:01 with pseudo-sequence HLA-A02:01. The binding affinity (normalized) is 0.0847. (3) The peptide sequence is PTIEDDKIVT. The MHC is HLA-A02:02 with pseudo-sequence HLA-A02:02. The binding affinity (normalized) is 0.119. (4) The peptide sequence is MGFGHRIYK. The MHC is HLA-A03:01 with pseudo-sequence HLA-A03:01. The binding affinity (normalized) is 0.874. (5) The peptide sequence is LINERDYSRY. The MHC is HLA-A30:02 with pseudo-sequence HLA-A30:02. The binding affinity (normalized) is 0.404. (6) The peptide sequence is LVSAGIRKV. The MHC is HLA-A30:02 with pseudo-sequence HLA-A30:02. The binding affinity (normalized) is 0. (7) The peptide sequence is MISTYPGNT. The MHC is HLA-A68:02 with pseudo-sequence HLA-A68:02. The binding affinity (normalized) is 0.0627. (8) The peptide sequence is PGMQIRGFVY. The MHC is HLA-A26:01 with pseudo-sequence HLA-A26:01. The binding affinity (normalized) is 0. (9) The peptide sequence is FPFAYAAAF. The MHC is Mamu-A2201 with pseudo-sequence Mamu-A2201. The binding affinity (normalized) is 0.854. (10) The peptide sequence is VFLILCFTI. The MHC is HLA-A23:01 with pseudo-sequence HLA-A23:01. The binding affinity (normalized) is 0.789.